From a dataset of Full USPTO retrosynthesis dataset with 1.9M reactions from patents (1976-2016). Predict the reactants needed to synthesize the given product. Given the product [F:1][C:2]([F:27])([F:26])[CH2:3][NH:4][C:5]([C:7]1([CH2:21][CH2:22][CH2:23][CH2:24][N:34]2[CH2:33][CH2:32][N:31]([C:35]3[CH:44]=[CH:43][C:42]4[C:37](=[CH:38][CH:39]=[CH:40][CH:41]=4)[N:36]=3)[CH2:30][C@@H:29]2[CH3:28])[C:20]2[CH:19]=[CH:18][CH:17]=[CH:16][C:15]=2[O:14][C:13]2[C:8]1=[CH:9][CH:10]=[CH:11][CH:12]=2)=[O:6], predict the reactants needed to synthesize it. The reactants are: [F:1][C:2]([F:27])([F:26])[CH2:3][NH:4][C:5]([C:7]1([CH2:21][CH2:22][CH2:23][CH2:24]Br)[C:20]2[CH:19]=[CH:18][CH:17]=[CH:16][C:15]=2[O:14][C:13]2[C:8]1=[CH:9][CH:10]=[CH:11][CH:12]=2)=[O:6].[CH3:28][C@@H:29]1[NH:34][CH2:33][CH2:32][N:31]([C:35]2[CH:44]=[CH:43][C:42]3[C:37](=[CH:38][CH:39]=[CH:40][CH:41]=3)[N:36]=2)[CH2:30]1.